From a dataset of Forward reaction prediction with 1.9M reactions from USPTO patents (1976-2016). Predict the product of the given reaction. (1) Given the reactants [C:1]([C:5]1[CH:10]=[CH:9][CH:8]=[CH:7][C:6]=1B(O)O)([CH3:4])([CH3:3])[CH3:2].Br[C:15]1[C:16](Br)=[C:17](Br)[CH:18]=[CH:19][CH:20]=1.C1(P([CH:36]2[CH2:41][CH2:40]CCC2)C2CCCCC2)CCCCC1.[OH-].[CH2:43]([N+](CC)(CC)CC)C.[C:52]1([CH3:58])[CH:57]=CC=C[CH:53]=1, predict the reaction product. The product is: [C:1]([C:5]1([C:20]2[CH:19]=[CH:18][CH:17]=[CH:16][CH:15]=2)[CH:10]=[C:9]([C:52]([CH3:58])([CH3:57])[CH3:53])[CH:8]=[C:7]([C:41]([CH3:40])([CH3:36])[CH3:43])[CH2:6]1)([CH3:4])([CH3:3])[CH3:2]. (2) Given the reactants ClC(Cl)(Cl)COC([N:7]1[CH:12]2[CH2:13][CH2:14][CH:8]1[CH:9]=[C:10]([C:15]1[CH:20]=[CH:19][C:18]([Cl:21])=[CH:17][CH:16]=1)[CH2:11]2)=O, predict the reaction product. The product is: [Cl:21][C:18]1[CH:17]=[CH:16][C:15]([C:10]2[CH2:11][CH:12]3[NH:7][CH:8]([CH2:14][CH2:13]3)[CH:9]=2)=[CH:20][CH:19]=1. (3) Given the reactants [NH2:1][CH2:2][CH2:3][CH2:4][N:5]([CH2:13][CH2:14][CH2:15][NH:16][C:17]1[N:18]=[N+:19]([O-:28])[C:20]2[CH:27]=[CH:26][CH:25]=[CH:24][C:21]=2[N+:22]=1[O-:23])[C:6](=[O:12])[O:7][C:8]([CH3:11])([CH3:10])[CH3:9].N1([C:34]([C:36]2[C:49]3[C:40](=[N:41][C:42]4[C:47]([N:48]=3)=[C:46]([CH3:50])[CH:45]=[CH:44][CH:43]=4)[CH:39]=[CH:38][CH:37]=2)=[O:35])C=CN=C1, predict the reaction product. The product is: [O-:28][N+:19]1[C:20]2[CH:27]=[CH:26][CH:25]=[CH:24][C:21]=2[N+:22]([O-:23])=[C:17]([NH:16][CH2:15][CH2:14][CH2:13][N:5]([CH2:4][CH2:3][CH2:2][NH:1][C:34]([C:36]2[C:49]3[C:40](=[N:41][C:42]4[C:47]([N:48]=3)=[C:46]([CH3:50])[CH:45]=[CH:44][CH:43]=4)[CH:39]=[CH:38][CH:37]=2)=[O:35])[C:6](=[O:12])[O:7][C:8]([CH3:10])([CH3:11])[CH3:9])[N:18]=1. (4) Given the reactants [CH2:1]([C@H:8]1[C:37](=[O:38])[N:36]([CH3:39])[C@@H:35]([CH2:40][CH:41]([CH3:43])[CH3:42])[C:34](=[O:44])[NH:33][C@@H:32]([C@H:45]([OH:47])[CH3:46])[C:31](=[O:48])[N:30]([CH3:49])[CH2:29][C:28](=[O:50])[N:27]([CH3:51])[C@@H:26]([CH2:52][CH:53]([CH3:55])[CH3:54])[C:25](=[O:56])[NH:24][C@@H:23]([CH2:57][O:58][C:59]([CH3:62])([CH3:61])[CH3:60])[C:22](=[O:63])[N:21]([CH3:64])[C@@H:20]([C@H:65]([CH2:67][CH3:68])[CH3:66])[C:19](=[O:69])[NH:18][C@H:17]([C:70]([N:72]2[CH2:77][CH2:76][CH2:75][CH2:74][CH2:73]2)=[O:71])[CH2:16]S[CH2:14][C:13](=[O:78])[N:12]([CH3:79])[C@@H:11]([CH3:80])[C:10](=[O:81])[N:9]1[CH3:82])[C:2]1[CH:7]=[CH:6][CH:5]=[CH:4][CH:3]=1.O.O[O:85][S:86]([O-:88])=O.[K+].CS(C)=O, predict the reaction product. The product is: [CH2:1]([CH:8]1[C:37](=[O:38])[N:36]([CH3:39])[CH:35]([CH2:40][CH:41]([CH3:42])[CH3:43])[C:34](=[O:44])[NH:33][CH:32]([C@H:45]([OH:47])[CH3:46])[C:31](=[O:48])[N:30]([CH3:49])[CH2:29][C:28](=[O:50])[N:27]([CH3:51])[CH:26]([CH2:52][CH:53]([CH3:54])[CH3:55])[C:25](=[O:56])[NH:24][CH:23]([CH2:57][O:58][C:59]([CH3:60])([CH3:62])[CH3:61])[C:22](=[O:63])[N:21]([CH3:64])[CH:20]([C@H:65]([CH2:67][CH3:68])[CH3:66])[C:19](=[O:69])[NH:18][CH:17]([C:70]([N:72]2[CH2:77][CH2:76][CH2:75][CH2:74][CH2:73]2)=[O:71])[CH2:16][S:86](=[O:88])(=[O:85])[CH2:14][C:13](=[O:78])[N:12]([CH3:79])[CH:11]([CH3:80])[C:10](=[O:81])[N:9]1[CH3:82])[C:2]1[CH:3]=[CH:4][CH:5]=[CH:6][CH:7]=1. (5) The product is: [C:3]([O:7][C:8]([N:10]1[CH2:15][CH2:14][CH2:13][CH2:12][CH:11]1[CH2:16][C:17]1[N:18]([CH3:29])[C:19]2[CH:25]=[C:24]([F:26])[C:23]([F:27])=[CH:22][C:20]=2[N:21]=1)=[O:9])([CH3:6])([CH3:4])[CH3:5]. Given the reactants [H-].[Na+].[C:3]([O:7][C:8]([N:10]1[CH2:15][CH2:14][CH2:13][CH2:12][CH:11]1[CH2:16][C:17]1[NH:21][C:20]2[CH:22]=[C:23]([F:27])[C:24]([F:26])=[CH:25][C:19]=2[N:18]=1)=[O:9])([CH3:6])([CH3:5])[CH3:4].I[CH3:29], predict the reaction product.